This data is from Full USPTO retrosynthesis dataset with 1.9M reactions from patents (1976-2016). The task is: Predict the reactants needed to synthesize the given product. Given the product [CH2:15]([O:14][C:12](=[O:13])[C:11]1[CH:17]=[CH:18][C:8]([N:1]2[CH2:6][CH2:5][O:4][CH2:3][CH2:2]2)=[CH:9][CH:10]=1)[CH3:16], predict the reactants needed to synthesize it. The reactants are: [NH:1]1[CH2:6][CH2:5][O:4][CH2:3][CH2:2]1.F[C:8]1[CH:18]=[CH:17][C:11]([C:12]([O:14][CH2:15][CH3:16])=[O:13])=[CH:10][CH:9]=1.FC1C=CC(C([O-])=O)=CC=1.